From a dataset of Forward reaction prediction with 1.9M reactions from USPTO patents (1976-2016). Predict the product of the given reaction. (1) Given the reactants [F:1][C:2]1[CH:7]=[CH:6][C:5]([CH3:8])=[CH:4][C:3]=1[OH:9].Cl[C:11]1[CH:12]=[CH:13][C:14]([N+:26]([O-:28])=[O:27])=[C:15]([CH2:17][NH:18][C:19](=[O:25])[O:20][C:21]([CH3:24])([CH3:23])[CH3:22])[CH:16]=1.[H-].[Na+], predict the reaction product. The product is: [F:1][C:2]1[CH:7]=[CH:6][C:5]([CH3:8])=[CH:4][C:3]=1[O:9][C:11]1[CH:12]=[CH:13][C:14]([N+:26]([O-:28])=[O:27])=[C:15]([CH2:17][NH:18][C:19](=[O:25])[O:20][C:21]([CH3:24])([CH3:22])[CH3:23])[CH:16]=1. (2) Given the reactants C([Li])CCC.C(NC(C)C)(C)C.[CH3:13][C:14]([O:17][C:18]([N:20]([C:28]1[S:29][CH:30]=[CH:31][N:32]=1)[C:21](=[O:27])[O:22][C:23]([CH3:26])([CH3:25])[CH3:24])=[O:19])([CH3:16])[CH3:15].[CH2:33]([Sn:37](Cl)([CH2:42][CH2:43][CH2:44][CH3:45])[CH2:38][CH2:39][CH2:40][CH3:41])[CH2:34][CH2:35][CH3:36], predict the reaction product. The product is: [CH3:26][C:23]([O:22][C:21]([N:20]([C:28]1[S:29][C:30]([Sn:37]([CH2:38][CH2:39][CH2:40][CH3:41])([CH2:42][CH2:43][CH2:44][CH3:45])[CH2:33][CH2:34][CH2:35][CH3:36])=[CH:31][N:32]=1)[C:18](=[O:19])[O:17][C:14]([CH3:13])([CH3:15])[CH3:16])=[O:27])([CH3:24])[CH3:25]. (3) The product is: [ClH:43].[O:1]1[C:5]2[CH:6]=[CH:7][C:8]([CH2:10][N:11]3[CH2:16][CH2:15][C:14]([CH2:18][C:19](=[O:26])[C:20]4[CH:25]=[CH:24][CH:23]=[CH:22][CH:21]=4)([F:40])[CH2:13][CH2:12]3)=[CH:9][C:4]=2[O:3][CH2:2]1. Given the reactants [O:1]1[C:5]2[CH:6]=[CH:7][C:8]([CH2:10][N:11]3[CH2:16][CH2:15][C:14]([CH2:18][C:19](=[O:26])[C:20]4[CH:25]=[CH:24][CH:23]=[CH:22][CH:21]=4)(O)[CH2:13][CH2:12]3)=[CH:9][C:4]=2[O:3][CH2:2]1.C(=O)=O.CC(C)=O.CCN(S(F)(F)[F:40])CC.[Cl:43]CCl, predict the reaction product. (4) Given the reactants [CH:1]([C:3]1[S:7][C:6]([C:8]([OH:10])=O)=[CH:5][C:4]=1[CH3:11])=[O:2].[CH2:12]([C:14]1[CH:29]=[C:28]([C:30](=[NH:33])[NH:31]O)[CH:27]=[C:26]([CH3:34])[C:15]=1[O:16][CH2:17][C@@H:18]([OH:25])[CH2:19][NH:20][C:21](=[O:24])[CH2:22][OH:23])[CH3:13], predict the reaction product. The product is: [CH2:12]([C:14]1[CH:29]=[C:28]([C:30]2[N:33]=[C:8]([C:6]3[S:7][C:3]([CH:1]=[O:2])=[C:4]([CH3:11])[CH:5]=3)[O:10][N:31]=2)[CH:27]=[C:26]([CH3:34])[C:15]=1[O:16][CH2:17][C@@H:18]([OH:25])[CH2:19][NH:20][C:21](=[O:24])[CH2:22][OH:23])[CH3:13]. (5) Given the reactants [O-]P([O-])([O-])=O.[K+].[K+].[K+].I[C:10]1[CH:11]=[C:12]([CH3:16])[CH:13]=[CH:14][CH:15]=1.[C:17]1([CH2:23][CH2:24][NH2:25])[CH2:22][CH2:21][CH2:20][CH2:19][CH:18]=1.C(O)CO.N, predict the reaction product. The product is: [CH3:16][C:12]1[CH:11]=[C:10]([NH:25][CH2:24][CH2:23][C:17]2[CH2:22][CH2:21][CH2:20][CH2:19][CH:18]=2)[CH:15]=[CH:14][CH:13]=1.